From a dataset of Full USPTO retrosynthesis dataset with 1.9M reactions from patents (1976-2016). Predict the reactants needed to synthesize the given product. Given the product [Cl:1][C:2]1[CH:18]=[CH:17][C:5]([O:6][C:7]2[CH:14]=[CH:13][C:12]([CH2:15][S:38][C:35]3[NH:36][CH:37]=[C:32]([CH2:31][C:28]4[CH:29]=[N:30][C:25]([O:24][CH3:23])=[N:26][CH:27]=4)[C:33](=[O:39])[N:34]=3)=[CH:11][C:8]=2[C:9]#[N:10])=[CH:4][C:3]=1[C:19]([F:22])([F:21])[F:20], predict the reactants needed to synthesize it. The reactants are: [Cl:1][C:2]1[CH:18]=[CH:17][C:5]([O:6][C:7]2[CH:14]=[CH:13][C:12]([CH2:15]Cl)=[CH:11][C:8]=2[C:9]#[N:10])=[CH:4][C:3]=1[C:19]([F:22])([F:21])[F:20].[CH3:23][O:24][C:25]1[N:30]=[CH:29][C:28]([CH2:31][C:32]2[C:33](=[O:39])[NH:34][C:35](=[S:38])[NH:36][CH:37]=2)=[CH:27][N:26]=1.CCN(C(C)C)C(C)C.